The task is: Predict which catalyst facilitates the given reaction.. This data is from Catalyst prediction with 721,799 reactions and 888 catalyst types from USPTO. (1) Reactant: [Br:1][C:2]1[CH:3]=[C:4]([OH:11])[CH:5]=[C:6]2[C:10]=1[NH:9][CH:8]=[CH:7]2.[OH-].[Na+].[C:14]1([S:20](Cl)(=[O:22])=[O:21])[CH:19]=[CH:18][CH:17]=[CH:16][CH:15]=1.C(OCC)(=O)C. Product: [Br:1][C:2]1[CH:3]=[C:4]([O:11][S:20]([C:14]2[CH:19]=[CH:18][CH:17]=[CH:16][CH:15]=2)(=[O:22])=[O:21])[CH:5]=[C:6]2[C:10]=1[NH:9][CH:8]=[CH:7]2. The catalyst class is: 1. (2) Reactant: CCCC[N+](CCCC)(CCCC)CCCC.[F-].[CH2:19]([S:21]([N:24]1[CH2:29][CH2:28][CH:27]([C:30]2[C:38]3[C:33](=[C:34]([C:47]#[N:48])[CH:35]=[C:36]([O:39][C:40]4[CH:45]=[CH:44][C:43]([F:46])=[CH:42][CH:41]=4)[CH:37]=3)[N:32](COCC[Si](C)(C)C)[CH:31]=2)[CH2:26][CH2:25]1)(=[O:23])=[O:22])[CH3:20].CCOC(C)=O.O. The catalyst class is: 1. Product: [CH2:19]([S:21]([N:24]1[CH2:29][CH2:28][CH:27]([C:30]2[C:38]3[C:33](=[C:34]([C:47]#[N:48])[CH:35]=[C:36]([O:39][C:40]4[CH:41]=[CH:42][C:43]([F:46])=[CH:44][CH:45]=4)[CH:37]=3)[NH:32][CH:31]=2)[CH2:26][CH2:25]1)(=[O:22])=[O:23])[CH3:20]. (3) Reactant: [CH3:1][C:2]([S:5]([CH2:8][C:9]1[CH:16]=[CH:15][C:12]([CH2:13][NH2:14])=[CH:11][CH:10]=1)(=O)=O)([CH3:4])[CH3:3].CC(S(CC1C=CC(C#N)=CC=1)(=O)=O)(C)C. Product: [C:2]([S:5][CH2:8][C:9]1[CH:10]=[CH:11][C:12]([C:13]#[N:14])=[CH:15][CH:16]=1)([CH3:4])([CH3:1])[CH3:3]. The catalyst class is: 750. (4) Reactant: C([O:3][C:4](=[O:19])[CH2:5][C:6]([NH:8][C:9]1[CH:14]=[CH:13][C:12]([C:15](=[NH:18])[NH:16]O)=[CH:11][CH:10]=1)=[O:7])C.C([O-])=O.[NH4+]. Product: [C:15]([C:12]1[CH:11]=[CH:10][C:9]([NH:8][C:6](=[O:7])[CH2:5][C:4]([OH:19])=[O:3])=[CH:14][CH:13]=1)(=[NH:16])[NH2:18]. The catalyst class is: 15. (5) Reactant: Cl[C:2]1[N:10]=[CH:9][N:8]=[C:7]2[C:3]=1[N:4]=[C:5]([C:18]1[CH:23]=[CH:22][CH:21]=[CH:20][C:19]=1[Cl:24])[N:6]2[C:11]1[CH:16]=[CH:15][C:14]([Cl:17])=[CH:13][CH:12]=1.[C:25]([NH:29][C:30]([C:32]1([C:38]2[CH:43]=[CH:42][CH:41]=[CH:40][CH:39]=2)[CH2:37][CH2:36][NH:35][CH2:34][CH2:33]1)=[O:31])([CH3:28])([CH3:27])[CH3:26].C(N(CC)CC)C. Product: [C:25]([NH:29][C:30]([C:32]1([C:38]2[CH:43]=[CH:42][CH:41]=[CH:40][CH:39]=2)[CH2:37][CH2:36][N:35]([C:2]2[N:10]=[CH:9][N:8]=[C:7]3[C:3]=2[N:4]=[C:5]([C:18]2[CH:23]=[CH:22][CH:21]=[CH:20][C:19]=2[Cl:24])[N:6]3[C:11]2[CH:12]=[CH:13][C:14]([Cl:17])=[CH:15][CH:16]=2)[CH2:34][CH2:33]1)=[O:31])([CH3:28])([CH3:26])[CH3:27]. The catalyst class is: 8. (6) Reactant: [C:1]([C:3]1[CH:8]=[CH:7][C:6]([C:9]2[N:13]3[CH:14]=[C:15]([C:19]4[CH:27]=[CH:26][C:22]([C:23](O)=[O:24])=[CH:21][CH:20]=4)[C:16]([CH3:18])=[CH:17][C:12]3=[N:11][CH:10]=2)=[CH:5][CH:4]=1)#[N:2].CN(C(ON1N=NC2C=CC=NC1=2)=[N+](C)C)C.F[P-](F)(F)(F)(F)F.CN1CCOCC1.[CH3:59][N:60]1[CH2:65][CH2:64][NH:63][CH2:62][CH2:61]1. Product: [CH3:18][C:16]1[C:15]([C:19]2[CH:20]=[CH:21][C:22]([C:23]([N:63]3[CH2:64][CH2:65][N:60]([CH3:59])[CH2:61][CH2:62]3)=[O:24])=[CH:26][CH:27]=2)=[CH:14][N:13]2[C:9]([C:6]3[CH:7]=[CH:8][C:3]([C:1]#[N:2])=[CH:4][CH:5]=3)=[CH:10][N:11]=[C:12]2[CH:17]=1. The catalyst class is: 18.